From a dataset of Reaction yield outcomes from USPTO patents with 853,638 reactions. Predict the reaction yield, written as a fraction of the theoretical maximum amount of product (1.0 means a 100% yield; for example, 0.34 means a 34% yield). (1) The reactants are [Cl:1][C:2]1[CH:7]=[CH:6][C:5]([OH:8])=[CH:4][C:3]=1[CH3:9].[C:10](Cl)(=[O:13])[CH2:11][CH3:12].[Cl-].[Cl-].[Cl-].[Al+3]. No catalyst specified. The product is [Cl:1][C:2]1[C:3]([CH3:9])=[CH:4][C:5]([OH:8])=[C:6]([C:10](=[O:13])[CH2:11][CH3:12])[CH:7]=1. The yield is 0.600. (2) The reactants are C([O:10][C:11](=[O:48])[C@H:12]([C@@H:21]([CH3:47])[O:22][C:23](=[O:46])[C@H:24]([CH2:37][C:38]1[CH:43]=[CH:42][C:41]([O:44][CH3:45])=[CH:40][CH:39]=1)[N:25]([C:27]([O:29][CH2:30][C:31]1[CH:36]=[CH:35][CH:34]=[CH:33][CH:32]=1)=[O:28])[CH3:26])[NH:13][C:14]([O:16][C:17]([CH3:20])([CH3:19])[CH3:18])=[O:15])C(C1C=CC=CC=1)=O. The catalyst is CC(O)=O.[Zn]. The product is [CH2:30]([O:29][C:27]([N:25]([CH3:26])[C@H:24]([C:23]([O:22][C@H:21]([CH3:47])[C@@H:12]([C:11]([OH:48])=[O:10])[NH:13][C:14]([O:16][C:17]([CH3:18])([CH3:19])[CH3:20])=[O:15])=[O:46])[CH2:37][C:38]1[CH:43]=[CH:42][C:41]([O:44][CH3:45])=[CH:40][CH:39]=1)=[O:28])[C:31]1[CH:32]=[CH:33][CH:34]=[CH:35][CH:36]=1. The yield is 0.740.